From a dataset of Reaction yield outcomes from USPTO patents with 853,638 reactions. Predict the reaction yield, written as a fraction of the theoretical maximum amount of product (1.0 means a 100% yield; for example, 0.34 means a 34% yield). The catalyst is CC(O)=O.O. The reactants are [Cl:1][C:2]1[N:7]=[C:6]([NH:8][NH:9][C:10](=[O:29])[C@H:11]([CH2:23][CH:24]2[CH2:28][CH2:27][CH2:26][CH2:25]2)[CH2:12][N:13]([O:16]C2CCCCO2)[CH:14]=[O:15])[C:5]([F:30])=[C:4]([N:31]2[CH2:37][CH:36]([N:38]([CH3:40])[CH3:39])[C:33]3([CH2:35][CH2:34]3)[CH2:32]2)[N:3]=1. The yield is 0.570. The product is [Cl:1][C:2]1[N:7]=[C:6]([NH:8][NH:9][C:10](=[O:29])[C@H:11]([CH2:23][CH:24]2[CH2:25][CH2:26][CH2:27][CH2:28]2)[CH2:12][N:13]([OH:16])[CH:14]=[O:15])[C:5]([F:30])=[C:4]([N:31]2[CH2:37][CH:36]([N:38]([CH3:40])[CH3:39])[C:33]3([CH2:35][CH2:34]3)[CH2:32]2)[N:3]=1.